This data is from Forward reaction prediction with 1.9M reactions from USPTO patents (1976-2016). The task is: Predict the product of the given reaction. Given the reactants [F:1][C:2]1[CH:7]=[CH:6][CH:5]=[C:4]([F:8])[C:3]=1[N:9]1[C:14]2[N:15]=[C:16](S(C)(=O)=O)[N:17]=[C:18]([C:19]3[CH:24]=[CH:23][C:22]([F:25])=[CH:21][C:20]=3[CH3:26])[C:13]=2[CH:12]=[CH:11][C:10]1=[O:31].Cl.[NH2:33][C@H:34]1[CH2:39][CH2:38][C@H:37]([OH:40])[CH2:36][CH2:35]1.C(N(CC)CC)C, predict the reaction product. The product is: [OH:40][C@H:37]1[CH2:38][CH2:39][C@H:34]([NH:33][C:16]2[N:17]=[C:18]([C:19]3[CH:24]=[CH:23][C:22]([F:25])=[CH:21][C:20]=3[CH3:26])[C:13]3[CH:12]=[CH:11][C:10](=[O:31])[N:9]([C:3]4[C:2]([F:1])=[CH:7][CH:6]=[CH:5][C:4]=4[F:8])[C:14]=3[N:15]=2)[CH2:35][CH2:36]1.